Dataset: Reaction yield outcomes from USPTO patents with 853,638 reactions. Task: Predict the reaction yield, written as a fraction of the theoretical maximum amount of product (1.0 means a 100% yield; for example, 0.34 means a 34% yield). (1) The reactants are Br[C:2]1[CH:7]=[CH:6][CH:5]=[CH:4][N:3]=1.[CH2:8]([C:12]1[S:13][C:14]2[C:20]([Cl:21])=[CH:19][CH:18]=[C:17]([F:22])[C:15]=2[N:16]=1)[CH2:9][C:10]#[CH:11]. No catalyst specified. The product is [Cl:21][C:20]1[C:14]2[S:13][C:12]([CH2:8][CH2:9][C:10]#[C:11][C:2]3[CH:7]=[CH:6][CH:5]=[CH:4][N:3]=3)=[N:16][C:15]=2[C:17]([F:22])=[CH:18][CH:19]=1. The yield is 0.110. (2) The reactants are Cl.[NH2:2][C@H:3]1[CH2:8][CH2:7][C@H:6]([C:9](O)=[O:10])[CH2:5][CH2:4]1.COCCO[AlH2-]OCCOC.[Na+].[OH-].[Na+]. The catalyst is O. The product is [NH2:2][C@H:3]1[CH2:8][CH2:7][C@H:6]([CH2:9][OH:10])[CH2:5][CH2:4]1. The yield is 0.500. (3) The reactants are [F:1][CH:2]([F:11])[C:3]([C:5]1[CH:10]=[CH:9][CH:8]=[CH:7][CH:6]=1)=[O:4].Br[C:13]1[CH:18]=[CH:17][CH:16]=[CH:15][CH:14]=1. The catalyst is ClC1C=CC=CC=1. The product is [F:1][C:2]([F:11])([C:13]1[CH:18]=[CH:17][CH:16]=[CH:15][CH:14]=1)[C:3]([C:5]1[CH:6]=[CH:7][CH:8]=[CH:9][CH:10]=1)=[O:4]. The yield is 0.930. (4) The yield is 0.395. The product is [Br:10][C:11]1[CH:19]=[CH:18][C:17]([N+:20]([O-:22])=[O:21])=[CH:16][C:12]=1[C:13]([N:65]1[CH2:64][CH2:63][N:62]([C:45](=[O:44])[CH2:46][NH:47][C:48]([C:50]2[CH:55]=[CH:54][C:53]([C:56]3[CH:61]=[CH:60][CH:59]=[CH:58][CH:57]=3)=[CH:52][CH:51]=2)=[O:49])[CH2:67][CH2:66]1)=[O:15]. The reactants are CCN(C(C)C)C(C)C.[Br:10][C:11]1[CH:19]=[CH:18][C:17]([N+:20]([O-:22])=[O:21])=[CH:16][C:12]=1[C:13]([OH:15])=O.C1C=CC2N(O)N=NC=2C=1.CCN=C=NCCCN(C)C.[O:44]=[C:45]([N:62]1[CH2:67][CH2:66][NH:65][CH2:64][CH2:63]1)[CH2:46][NH:47][C:48]([C:50]1[CH:55]=[CH:54][C:53]([C:56]2[CH:61]=[CH:60][CH:59]=[CH:58][CH:57]=2)=[CH:52][CH:51]=1)=[O:49]. The catalyst is CN(C=O)C.O.